Dataset: Forward reaction prediction with 1.9M reactions from USPTO patents (1976-2016). Task: Predict the product of the given reaction. (1) Given the reactants [CH:1]1([C:4]([N:6]2[CH2:11][CH2:10][N:9]([C:12]([C:14]3[NH:15][C:16]4[C:21]([CH:22]=3)=[CH:20][C:19]([C:23]([N:25]3[CH2:30][CH2:29][N:28]([CH:31]([CH3:33])[CH3:32])[CH2:27][CH2:26]3)=[O:24])=[CH:18][CH:17]=4)=[O:13])[CH2:8][CH2:7]2)=[O:5])[CH2:3][CH2:2]1.[Cl:34][C:35]1[CH:36]=[C:37](B(O)O)[CH:38]=[CH:39][CH:40]=1, predict the reaction product. The product is: [Cl:34][C:35]1[CH:40]=[C:39]([N:15]2[C:16]3[C:21](=[CH:20][C:19]([C:23]([N:25]4[CH2:30][CH2:29][N:28]([CH:31]([CH3:33])[CH3:32])[CH2:27][CH2:26]4)=[O:24])=[CH:18][CH:17]=3)[CH:22]=[C:14]2[C:12]([N:9]2[CH2:8][CH2:7][N:6]([C:4]([CH:1]3[CH2:3][CH2:2]3)=[O:5])[CH2:11][CH2:10]2)=[O:13])[CH:38]=[CH:37][CH:36]=1. (2) Given the reactants [Cl:1][C:2]1[CH:7]=[CH:6][C:5]([S:8](Cl)(=[O:10])=[O:9])=[CH:4][C:3]=1[N+:12]([O-:14])=[O:13].[NH:15]1[C:24]2[C:19](=[CH:20][CH:21]=[CH:22][CH:23]=2)[CH2:18][CH2:17][CH2:16]1.C(=O)([O-])O.[Na+].O, predict the reaction product. The product is: [Cl:1][C:2]1[CH:7]=[CH:6][C:5]([S:8]([N:15]2[C:24]3[C:19](=[CH:20][CH:21]=[CH:22][CH:23]=3)[CH2:18][CH2:17][CH2:16]2)(=[O:10])=[O:9])=[CH:4][C:3]=1[N+:12]([O-:14])=[O:13]. (3) Given the reactants [ClH:1].C([S:5][CH:6]1[CH2:11][CH2:10][N:9]([CH:12]([C:18]2[CH:23]=[CH:22][CH:21]=[CH:20][C:19]=2[F:24])[C:13]([CH:15]2[CH2:17][CH2:16]2)=[O:14])[CH2:8]/[C:7]/1=[CH:25]\[C:26]1[N:30]([CH2:31][CH2:32][CH2:33][C:34]([O:36][CH2:37][CH3:38])=[O:35])[N:29]=[N:28][N:27]=1)(=O)C, predict the reaction product. The product is: [ClH:1].[CH:15]1([C:13](=[O:14])[CH:12]([N:9]2[CH2:10][CH2:11][CH:6]([SH:5])/[C:7](=[CH:25]/[C:26]3[N:30]([CH2:31][CH2:32][CH2:33][C:34]([O:36][CH2:37][CH3:38])=[O:35])[N:29]=[N:28][N:27]=3)/[CH2:8]2)[C:18]2[CH:23]=[CH:22][CH:21]=[CH:20][C:19]=2[F:24])[CH2:16][CH2:17]1. (4) Given the reactants [CH3:1][C:2]1[CH:10]=[CH:9][C:5]([C:6](O)=[O:7])=[CH:4][C:3]=1[B:11]1[O:15][C:14]([CH3:17])([CH3:16])[C:13]([CH3:19])([CH3:18])[O:12]1.S(Cl)(Cl)=O.[F:24][C:25]([F:37])([F:36])[C:26]1[CH:35]=[CH:34][C:29]2[N:30]=[C:31]([NH2:33])[S:32][C:28]=2[CH:27]=1.C(N(CC)CC)C, predict the reaction product. The product is: [CH3:1][C:2]1[CH:10]=[CH:9][C:5]([C:6]([NH:33][C:31]2[S:32][C:28]3[CH:27]=[C:26]([C:25]([F:37])([F:24])[F:36])[CH:35]=[CH:34][C:29]=3[N:30]=2)=[O:7])=[CH:4][C:3]=1[B:11]1[O:15][C:14]([CH3:17])([CH3:16])[C:13]([CH3:18])([CH3:19])[O:12]1. (5) Given the reactants Cl[CH2:2][C:3]1[CH:8]=[CH:7][C:6]([CH2:9][NH:10][C:11](=[O:13])[CH3:12])=[C:5]([N+:14]([O-:16])=[O:15])[CH:4]=1.[CH:17]1[CH:18]=[CH:19][C:20]([N:23]2[CH2:28][CH2:27][NH:26][CH2:25][CH2:24]2)=[CH:21][CH:22]=1.C(=O)([O-])[O-].[K+].[K+].O, predict the reaction product. The product is: [N+:14]([C:5]1[CH:4]=[C:3]([CH2:2][N:26]2[CH2:27][CH2:28][N:23]([C:20]3[CH:21]=[CH:22][CH:17]=[CH:18][CH:19]=3)[CH2:24][CH2:25]2)[CH:8]=[CH:7][C:6]=1[CH2:9][NH:10][C:11](=[O:13])[CH3:12])([O-:16])=[O:15]. (6) Given the reactants C(OC(N1CCC(NCC(O)COC2C3C4C(=CC=CC=4)NC=3C=CC=2)CC1)=O)(C)(C)C.Cl.O1CCOCC1.Cl.CN(C)CCCN=C=NCC.N1C2C(=NC=CC=2)N(O)N=1.[CH:62]1[C:74]2[NH:73][C:72]3[C:67](=[CH:68][CH:69]=[CH:70][CH:71]=3)[C:66]=2[CH:65]=[CH:64][C:63]=1[O:75][CH2:76][C@@H:77]([OH:104])[CH2:78][NH:79][CH:80]1[CH2:85][CH2:84][N:83]([C:86](=[O:103])[CH2:87][O:88][C:89]2[CH:94]=[CH:93][C:92]([C:95]3[CH2:96][CH2:97][C:98](=[O:101])[NH:99][N:100]=3)=[CH:91][C:90]=2[Cl:102])[CH2:82][CH2:81]1.[OH-].[Na+], predict the reaction product. The product is: [CH:66]1[C:74]2[NH:73][C:72]3[C:71](=[CH:70][CH:69]=[CH:68][CH:67]=3)[C:62]=2[C:63]([O:75][CH2:76][CH:77]([OH:104])[CH2:78][NH:79][CH:80]2[CH2:85][CH2:84][N:83]([C:86](=[O:103])[CH2:87][O:88][C:89]3[CH:94]=[CH:93][C:92]([C:95]4[CH2:96][CH2:97][C:98](=[O:101])[NH:99][N:100]=4)=[CH:91][C:90]=3[Cl:102])[CH2:82][CH2:81]2)=[CH:64][CH:65]=1.